Dataset: Reaction yield outcomes from USPTO patents with 853,638 reactions. Task: Predict the reaction yield, written as a fraction of the theoretical maximum amount of product (1.0 means a 100% yield; for example, 0.34 means a 34% yield). (1) The reactants are [N:1]1[CH:2]=[CH:3][N:4]2[C:9]=1[CH:8]=[CH:7][C:6]([C:10]1[CH:11]=[C:12]([C:16](=[O:18])[CH3:17])[CH:13]=[CH:14][CH:15]=1)=[N:5]2.[Br:19]Br. The catalyst is CC(O)=O. The product is [Br:19][C:3]1[N:4]2[N:5]=[C:6]([C:10]3[CH:11]=[C:12]([C:16](=[O:18])[CH3:17])[CH:13]=[CH:14][CH:15]=3)[CH:7]=[CH:8][C:9]2=[N:1][CH:2]=1. The yield is 0.930. (2) The reactants are [C:1]([O:5][C:6]([N:8]1[CH2:14][CH2:13][C:12](=[O:15])[N:11](OCC2C=CC=CC=2)[CH2:10][C@H:9]1[CH2:24][C:25]1[CH:30]=[CH:29][CH:28]=[CH:27][CH:26]=1)=[O:7])([CH3:4])([CH3:3])[CH3:2]. The product is [C:1]([O:5][C:6]([N:8]1[CH2:14][CH2:13][C:12](=[O:15])[NH:11][CH2:10][C@H:9]1[CH2:24][C:25]1[CH:26]=[CH:27][CH:28]=[CH:29][CH:30]=1)=[O:7])([CH3:4])([CH3:2])[CH3:3]. The catalyst is CO. The yield is 0.820. (3) The reactants are Br[C:2]1[CH:7]=[CH:6][C:5]([Br:8])=[CH:4][N:3]=1.CN[C:11]1[CH:12]=[C:13](B(O)O)[CH:14]=[CH:15][CH:16]=1.O.[CH3:21][N:22](C)C=O. The catalyst is C1C=CC([P]([Pd]([P](C2C=CC=CC=2)(C2C=CC=CC=2)C2C=CC=CC=2)([P](C2C=CC=CC=2)(C2C=CC=CC=2)C2C=CC=CC=2)[P](C2C=CC=CC=2)(C2C=CC=CC=2)C2C=CC=CC=2)(C2C=CC=CC=2)C2C=CC=CC=2)=CC=1. The product is [Br:8][C:5]1[CH:6]=[CH:7][C:2]([C:15]2[CH:14]=[C:13]([CH2:21][NH2:22])[CH:12]=[CH:11][CH:16]=2)=[N:3][CH:4]=1. The yield is 0.520. (4) The reactants are [F:1][C:2]1[CH:3]=[C:4]([NH:17][CH2:18][CH2:19][N:20]([CH3:22])[CH3:21])[CH:5]=[C:6](B2OC(C)(C)C(C)(C)O2)[CH:7]=1.C([O-])([O-])=O.[K+].[K+].Br[C:30]1[C:31]([N+:37]([O-:39])=[O:38])=[C:32]([CH:34]=[CH:35][CH:36]=1)[NH2:33]. The catalyst is O1CCOCC1.O.C1C=CC(P(C2C=CC=CC=2)[C-]2C=CC=C2)=CC=1.C1C=CC(P(C2C=CC=CC=2)[C-]2C=CC=C2)=CC=1.Cl[Pd]Cl.[Fe+2]. The product is [CH3:22][N:20]([CH3:21])[CH2:19][CH2:18][NH:17][C:4]1[CH:5]=[C:6]([C:30]2[CH:36]=[CH:35][CH:34]=[C:32]([NH2:33])[C:31]=2[N+:37]([O-:39])=[O:38])[CH:7]=[C:2]([F:1])[CH:3]=1. The yield is 0.605. (5) The reactants are [OH:1][C:2]1[CH:14]=[C:13]2[C:5]([C:6]3[C:7]([C:18]4[CH:23]=[CH:22][CH:21]=[C:20]([N:24]5[CH2:32][C:31]6[C:26](=[CH:27][C:28]([CH3:33])=[CH:29][CH:30]=6)[C:25]5=[O:34])[C:19]=4[CH3:35])=[CH:8][CH:9]=[C:10]([C:15]([NH2:17])=[O:16])[C:11]=3[NH:12]2)=[CH:4][CH:3]=1.C(=O)([O-])[O-].[K+].[K+].Br[CH2:43][CH2:44][O:45][Si](C(C)(C)C)(C)C. The catalyst is CN(C=O)C. The product is [OH:45][CH2:44][CH2:43][O:1][C:2]1[CH:14]=[C:13]2[C:5]([C:6]3[C:7]([C:18]4[CH:23]=[CH:22][CH:21]=[C:20]([N:24]5[CH2:32][C:31]6[C:26](=[CH:27][C:28]([CH3:33])=[CH:29][CH:30]=6)[C:25]5=[O:34])[C:19]=4[CH3:35])=[CH:8][CH:9]=[C:10]([C:15]([NH2:17])=[O:16])[C:11]=3[NH:12]2)=[CH:4][CH:3]=1. The yield is 0.450. (6) The yield is 0.960. No catalyst specified. The reactants are F[C:2]1[CH:25]=[CH:24][C:5]([CH2:6][N:7]2[C:11](=[O:12])[N:10]([C:13]3[S:17][C:16]([C:18]([O:20]CC)=[O:19])=[C:15]([CH3:23])[CH:14]=3)[CH:9]=[N:8]2)=CC=1.C1(CCN2C(=O)N(C3SC(C(OCC)=O)=C(C)C=3)C=N2)CC1. The product is [CH:24]1([CH2:5][CH2:6][N:7]2[C:11](=[O:12])[N:10]([C:13]3[S:17][C:16]([C:18]([OH:20])=[O:19])=[C:15]([CH3:23])[CH:14]=3)[CH:9]=[N:8]2)[CH2:25][CH2:2]1. (7) The reactants are [CH3:1][S:2]([NH:5][CH2:6][CH2:7][CH2:8][CH2:9][CH2:10][C:11]([OH:13])=O)(=[O:4])=[O:3].[NH2:14][C:15]1[CH:20]=[CH:19][CH:18]=[CH:17][CH:16]=1.C(Cl)CCl. The catalyst is CN(C1C=CN=CC=1)C.C1COCC1. The product is [C:15]1([NH:14][C:11](=[O:13])[CH2:10][CH2:9][CH2:8][CH2:7][CH2:6][NH:5][S:2]([CH3:1])(=[O:3])=[O:4])[CH:20]=[CH:19][CH:18]=[CH:17][CH:16]=1. The yield is 0.950. (8) The yield is 0.770. The catalyst is C(O)CCC. The reactants are [CH2:1]([C:5]1[N:6]=[C:7](SC)[NH:8][C:9](=[O:26])[C:10]=1[CH2:11][C:12]1[CH:17]=[CH:16][C:15]([C:18]2[C:19]([C:24]#[N:25])=[CH:20][CH:21]=[CH:22][CH:23]=2)=[CH:14][CH:13]=1)[CH2:2][CH2:3][CH3:4].O.[NH2:30][NH2:31]. The product is [CH2:1]([C:5]1[N:6]=[C:7]([NH:30][NH2:31])[NH:8][C:9](=[O:26])[C:10]=1[CH2:11][C:12]1[CH:17]=[CH:16][C:15]([C:18]2[C:19]([C:24]#[N:25])=[CH:20][CH:21]=[CH:22][CH:23]=2)=[CH:14][CH:13]=1)[CH2:2][CH2:3][CH3:4]. (9) The reactants are [C-:1]#[N:2].[K+].[CH2:4]([N:11]1[CH2:16][CH2:15][N:14]([CH2:17][C:18]2[CH:23]=[CH:22][CH:21]=[CH:20][CH:19]=2)[CH2:13][CH:12]1[CH2:24]Cl)[C:5]1[CH:10]=[CH:9][CH:8]=[CH:7][CH:6]=1. The catalyst is O.C(O)C. The product is [CH2:4]([N:11]1[CH2:16][CH2:15][N:14]([CH2:17][C:18]2[CH:23]=[CH:22][CH:21]=[CH:20][CH:19]=2)[CH2:13][CH:12]1[CH2:24][C:1]#[N:2])[C:5]1[CH:10]=[CH:9][CH:8]=[CH:7][CH:6]=1. The yield is 0.590.